From a dataset of Full USPTO retrosynthesis dataset with 1.9M reactions from patents (1976-2016). Predict the reactants needed to synthesize the given product. (1) Given the product [CH2:9]([N:1]1[CH2:6][CH2:5][CH2:4][CH2:3][CH:2]1[CH2:7][OH:8])[C:10]1[CH:15]=[CH:14][CH:13]=[CH:12][CH:11]=1, predict the reactants needed to synthesize it. The reactants are: [NH:1]1[CH2:6][CH2:5][CH2:4][CH2:3][CH:2]1[CH2:7][OH:8].[CH2:9](Br)[C:10]1[CH:15]=[CH:14][CH:13]=[CH:12][CH:11]=1.C(N(C(C)C)CC)(C)C. (2) Given the product [Br:27][CH2:14]/[C:7](/[C:1]1[CH:6]=[CH:5][CH:4]=[CH:3][CH:2]=1)=[CH:8]/[C:9]([O:11][CH2:12][CH3:13])=[O:10], predict the reactants needed to synthesize it. The reactants are: [C:1]1(/[C:7](/[CH3:14])=[CH:8]/[C:9]([O:11][CH2:12][CH3:13])=[O:10])[CH:6]=[CH:5][CH:4]=[CH:3][CH:2]=1.N(C(C)(C)C#N)=NC(C)(C)C#N.[Br:27]N1C(=O)CCC1=O. (3) Given the product [CH2:27]([N:34]1[N:43]=[CH:42][C:41]2[C:36](=[CH:37][C:38]([N:44]3[CH2:45][CH2:46][N:47]([CH2:23][CH2:22][CH2:21][C:7]4([C:5](=[O:6])[NH:4][CH2:3][C:2]([F:26])([F:25])[F:1])[C:20]5[CH:19]=[CH:18][CH:17]=[CH:16][C:15]=5[O:14][C:13]5[C:8]4=[CH:9][CH:10]=[CH:11][CH:12]=5)[CH2:48][CH2:49]3)=[CH:39][CH:40]=2)[C:35]1=[O:50])[C:28]1[CH:33]=[CH:32][CH:31]=[CH:30][CH:29]=1, predict the reactants needed to synthesize it. The reactants are: [F:1][C:2]([F:26])([F:25])[CH2:3][NH:4][C:5]([C:7]1([CH2:21][CH2:22][CH2:23]Br)[C:20]2[CH:19]=[CH:18][CH:17]=[CH:16][C:15]=2[O:14][C:13]2[C:8]1=[CH:9][CH:10]=[CH:11][CH:12]=2)=[O:6].[CH2:27]([N:34]1[N:43]=[CH:42][C:41]2[C:36](=[CH:37][C:38]([N:44]3[CH2:49][CH2:48][NH:47][CH2:46][CH2:45]3)=[CH:39][CH:40]=2)[C:35]1=[O:50])[C:28]1[CH:33]=[CH:32][CH:31]=[CH:30][CH:29]=1. (4) Given the product [CH2:1]([O:3][C:4]([C:6]1[N:7]([S:12]([CH3:15])(=[O:14])=[O:13])[CH:8]=[C:9]([N:11]=[CH:19][C:18]2[CH:21]=[CH:22][CH:23]=[C:24]([F:25])[C:17]=2[F:16])[CH:10]=1)=[O:5])[CH3:2], predict the reactants needed to synthesize it. The reactants are: [CH2:1]([O:3][C:4]([C:6]1[N:7]([S:12]([CH3:15])(=[O:14])=[O:13])[CH:8]=[C:9]([NH2:11])[CH:10]=1)=[O:5])[CH3:2].[F:16][C:17]1[C:24]([F:25])=[CH:23][CH:22]=[CH:21][C:18]=1[CH:19]=O.CC1C=CC(S(O)(=O)=O)=CC=1. (5) Given the product [Cl:15][C:16]1[CH:24]=[CH:23][C:19]([C:20]([NH:14][CH2:13][C@H:10]2[CH2:11][CH2:12][C@@H:7]([C:1]3[CH:6]=[CH:5][CH:4]=[CH:3][CH:2]=3)[CH2:8][CH2:9]2)=[O:21])=[CH:18][CH:17]=1, predict the reactants needed to synthesize it. The reactants are: [C:1]1([C@@H:7]2[CH2:12][CH2:11][C@H:10]([CH2:13][NH2:14])[CH2:9][CH2:8]2)[CH:6]=[CH:5][CH:4]=[CH:3][CH:2]=1.[Cl:15][C:16]1[CH:24]=[CH:23][C:19]([C:20](Cl)=[O:21])=[CH:18][CH:17]=1.CCN(CC)CC.